This data is from Peptide-MHC class I binding affinity with 185,985 pairs from IEDB/IMGT. The task is: Regression. Given a peptide amino acid sequence and an MHC pseudo amino acid sequence, predict their binding affinity value. This is MHC class I binding data. (1) The peptide sequence is GFAIPIILK. The MHC is HLA-A69:01 with pseudo-sequence HLA-A69:01. The binding affinity (normalized) is 0.0847. (2) The peptide sequence is GEHWLGRIW. The MHC is HLA-A26:01 with pseudo-sequence HLA-A26:01. The binding affinity (normalized) is 0.0847. (3) The peptide sequence is LDMLQALC. The MHC is H-2-Kd with pseudo-sequence H-2-Kd. The binding affinity (normalized) is 0.358.